Dataset: Forward reaction prediction with 1.9M reactions from USPTO patents (1976-2016). Task: Predict the product of the given reaction. (1) Given the reactants Cl[C:2]1[N:7]=[C:6]([N:8]([CH3:24])[C:9]2[CH:14]=[CH:13][N:12]=[C:11]([NH:15][CH2:16][CH2:17][C:18]3[CH:19]=[N:20][CH:21]=[CH:22][CH:23]=3)[N:10]=2)[CH:5]=[CH:4][N:3]=1.[F:25][C:26]1[CH:31]=[C:30]([F:32])[CH:29]=[CH:28][C:27]=1B(O)O.C(=O)([O-])[O-].[Na+].[Na+].CCO, predict the reaction product. The product is: [F:25][C:26]1[CH:31]=[C:30]([F:32])[CH:29]=[CH:28][C:27]=1[C:2]1[N:7]=[C:6]([N:8]([CH3:24])[C:9]2[CH:14]=[CH:13][N:12]=[C:11]([NH:15][CH2:16][CH2:17][C:18]3[CH:19]=[N:20][CH:21]=[CH:22][CH:23]=3)[N:10]=2)[CH:5]=[CH:4][N:3]=1. (2) Given the reactants [Cl:1][C:2]1[CH:7]=[CH:6][C:5]([CH2:8][C:9]#[N:10])=[CH:4][CH:3]=1.[H-].[Na+].Cl[CH2:14][CH2:15][O:16][CH2:17][CH2:18]Cl, predict the reaction product. The product is: [Cl:1][C:2]1[CH:7]=[CH:6][C:5]([C:8]2([C:9]#[N:10])[CH2:18][CH2:17][O:16][CH2:15][CH2:14]2)=[CH:4][CH:3]=1. (3) Given the reactants C(OC(=O)[NH:7][C:8]1[CH:13]=[C:12]([N:14]([CH3:16])[CH3:15])[C:11]([CH3:17])=[CH:10][C:9]=1[NH:18][C:19](=[O:42])[CH2:20][C:21](=O)[C:22]1[CH:27]=[CH:26][CH:25]=[C:24]([N:28]2[C:32]([CH2:33][O:34]C3CCCCO3)=[CH:31][N:30]=[N:29]2)[CH:23]=1)(C)(C)C.C(O)(C(F)(F)F)=O, predict the reaction product. The product is: [CH3:15][N:14]([CH3:16])[C:12]1[C:11]([CH3:17])=[CH:10][C:9]2[NH:18][C:19](=[O:42])[CH2:20][C:21]([C:22]3[CH:27]=[CH:26][CH:25]=[C:24]([N:28]4[C:32]([CH2:33][OH:34])=[CH:31][N:30]=[N:29]4)[CH:23]=3)=[N:7][C:8]=2[CH:13]=1.